From a dataset of Experimentally validated miRNA-target interactions with 360,000+ pairs, plus equal number of negative samples. Binary Classification. Given a miRNA mature sequence and a target amino acid sequence, predict their likelihood of interaction. (1) The miRNA is mmu-miR-295-5p with sequence ACUCAAAUGUGGGGCACACUUC. The protein sequence of the target gene is MDYNRMNSFLEYPLCNRGPSAYSAHSAPTSFPPSSAQAVDSYASEGRYGGGLSSPAFQQNSGYPAQQPPSTLGVPFPSSAPSGYAPAACSPSYGPSQYYPLGQSEGDGGYFHPSSYGAQLGGLSDGYGAGGAGPGPYPPQHPPYGNEQTASFAPAYADLLSEDKETPCPSEPNTPTARTFDWMKVKRNPPKTAKVSEPGLGSPSGLRTNFTTRQLTELEKEFHFNKYLSRARRVEIAATLELNETQVKIWFQNRRMKQKKREREEGRVPPAPPGCPKEAAGDASDQSTCTSPEASPSSVT.... Result: 0 (no interaction). (2) The miRNA is hsa-miR-3942-3p with sequence UUUCAGAUAACAGUAUUACAU. The protein sequence of the target gene is MPKKFQGENTKSAAARARRAEAKAAADAKKQKELEDAYWKDDDKHVMRKEQRKEEKEKRRLDQLERKKETQRLLEEEDSKLKGGKAPRVATSSKVTRAQIEDTLRRDHQLREAPDTAEKAKSHLEVPLEENVNRRVLEEGSVEARTIEDAIAVLSVAEEAADRHPERRMRAAFTAFEEAQLPRLKQENPNMRLSQLKQLLKKEWLRSPDNPMNQRAVPFNAPK. Result: 0 (no interaction). (3) The miRNA is hsa-miR-3173-5p with sequence UGCCCUGCCUGUUUUCUCCUUU. The protein sequence of the target gene is MLPARVRLLTPHLLLVLVQLSPAGGHRTTGPRFLISDRDPPCNPHCPRTQPKPICASDGRSYESMCEYQRAKCRDPALAVVHRGRCKDAGQSKCRLERAQALEQAKKPQEAVFVPECGEDGSFTQVQCHTYTGYCWCVTPDGKPISGSSVQNKTPVCSGPVTDKPLSQGNSGRKVSFRFFLTLNSDDGSKPTPTMETQPVFDGDEITAPTLWIKHLVIKDSKLNNTNVRNSEKVHSCDQERQSALEEARQNPREGIVIPECAPGGLYKPVQCHQSTGYCWCVLVDTGRPLPGTSTRYVMP.... Result: 0 (no interaction). (4) The miRNA is hsa-miR-548c-3p with sequence CAAAAAUCUCAAUUACUUUUGC. The protein sequence of the target gene is MSPKRIAKRRSPPADAIPKSKKVKVSHRSHSTEPGLVLTLGQGDVGQLGLGENVMERKKPALVSIPEDVVQAEAGGMHTVCLSKSGQVYSFGCNDEGALGRDTSVEGSEMVPGKVELQEKVVQVSAGDSHTAALTDDGRVFLWGSFRDNNGVIGLLEPMKKSMVPVQVQLDVPVVKVASGNDHLVMLTADGDLYTLGCGEQGQLGRVPELFANRGGRQGLERLLVPKCVMLKSRGSRGHVRFQDAFCGAYFTFAISHEGHVYGFGLSNYHQLGTPGTESCFIPQNLTSFKNSTKSWVGFS.... Result: 1 (interaction). (5) The miRNA is hsa-miR-6861-5p with sequence ACUGGGUAGGUGGGGCUCCAGG. The protein sequence of the target gene is MAFPHRLDAPELPDFSMLKRLARDQLIYLLEQLPGKKDLFIEADLMSPLDRIANVSILKQHEVDKLYKVENKPALSANEQLCFLVRPRIKNMRYIASLVNADKLAGRIRKYKVILSPQKFYACEMVLEEEGVYGDVSCDEWAFSLLPLDVDLLSMELPEFFRDYFLEGDQRWINTVAQALHLLSTLYGPFPNCYGIGRCAKMSYDLWRKLEEEEDSETKGRKPEIGHIFLLDRDVDFVTALCSQVVYEGLVDDTFRIKCGSVDFGPEVTSSDKSLKVLLNAEDKVFSEIRNEHFSNVFGF.... Result: 0 (no interaction). (6) The miRNA is hsa-miR-6760-5p with sequence CAGGGAGAAGGUGGAAGUGCAGA. The protein sequence of the target gene is MLLNGDCPESLKKEAAAAEPPRENGLDEAGPGDETTGQEVIVIQDTGFSVKILAPGIEPFSLQVSPQEMVQEIHQVLMDREDTCHRTCFSLHLDGNVLDHFSELRSVEGLQEGSVLRVVEEPYTVREARIHVRHVRDLLKSLDPSDAFNGVDCNSLSFLSVFTDGDLGDSGKRKKGLEMDPIDCTPPEYILPGSRERPLCPLQPQNRDWKPLQCLKVLTMSGWNPPPGNRKMHGDLMYLFVITAEDRQVSITASTRGFYLNQSTAYHFNPKPASPRFLSHSLVELLNQISPTFKKNFAVL.... Result: 1 (interaction). (7) The miRNA is hsa-miR-4446-5p with sequence AUUUCCCUGCCAUUCCCUUGGC. The protein sequence of the target gene is MPSVMEKPSAGSGILSRSRAKTVPNGGQPHSEDDSSEEEHSHDSMIRVGTNYQAVIPECKPESPARYSNKELKGMLVWSPNHCVSDAKLDKYIAMAKEKHGYNIEQALGMLLWHKHDVEKSLADLANFTPFPDEWTVEDKVLFEQAFGFHGKCFQRIQQMLPDKLIPSLVKYYYSWKKTRSRTSVMDRQARRLGGRKDKEDSDELEEGRGGVSEGEPDPADPKREPLPSRPLNARPGPGKKEVQVSQYRHHPLRTRRRPPKGMYLSPEGLTAVSGSPDLANLTLRGLDSQLISLKRQVQS.... Result: 0 (no interaction).